Dataset: Experimentally validated miRNA-target interactions with 360,000+ pairs, plus equal number of negative samples. Task: Binary Classification. Given a miRNA mature sequence and a target amino acid sequence, predict their likelihood of interaction. (1) The miRNA is hsa-miR-3159 with sequence UAGGAUUACAAGUGUCGGCCAC. The protein sequence of the target gene is MLQQDSNDDTEDVSLFDAEEETTNRPRKAKIRHPVASFFHLFFRVSAIIVYLLCGLLSSSFITCMVTIILLLSCDFWAVKNVTGRLMVGLRWWNHIDEDGKSHWVFESRKESSQENKTVSEAESRIFWLGLIACPVLWVIFAFSALFSFRVKWLAVVIMGVVLQGANLYGYIRCKVRSRKHLTSMATSYFGKQFLRQNTGDDQTS. Result: 0 (no interaction). (2) The miRNA is hsa-miR-16-5p with sequence UAGCAGCACGUAAAUAUUGGCG. The protein sequence of the target gene is MKSRFSTIDLRAVLAELNASLLGMRVNNVYDVDNKTYLIRLQKPDFKATLLLESGIRIHTTEFEWPKNMMPSSFAMKCRKHLKSRRLVSAKQLGVDRIVDFQFGSDEAAYHLIIELYDRGNIVLTDYEYVILNILRFRTDEADDVKFAVRERYPLDHARAAEPLLTLERLTEIVASAPKGELLKRVLNPLLPYGPALIEHCLLENGFSGNVKVDEKLETKDIEKVLVSLQKAEDYMKTTSNFSGKGYIIQKREIKPSLEADKPVEDILTYEEFHPFLFSQHSQCPYIEFESFDKAVDEFY.... Result: 1 (interaction). (3) The protein sequence of the target gene is MPKPINVRVTTMDAELEFAIQPNTTGKQLFDQVVKTIGLREVWYFGLQYVDNKGFPTWLKLDKKVSAQEVRKENPVQFKFRAKFYPEDVAEELIQDITQKLFFLQVKDGILSDEIYCPPETAVLLGSYAVQAKFGDYNKEMHKSGYLSSERLIPQRVMDQHKLSRDQWEDRIQVWHAEHRGMLKDSAMLEYLKIAQDLEMYGINYFEIKNKKGTDLWLGVDALGLNIYEKDDKLTPKIGFPWSEIRNISFNDKKFVIKPIDKKAPDFVFYAPRLRINKRILQLCMGNHELYMRRRKPDTI.... The miRNA is mmu-miR-378a-5p with sequence CUCCUGACUCCAGGUCCUGUGU. Result: 0 (no interaction). (4) The miRNA is hsa-miR-7852-3p with sequence UAUGUAGUAGUCAAAGGCAUUU. The protein sequence of the target gene is MSISGTLSSYYVDSIISHESEDAPPAKFPSGQYASSRQPGHAEHLEFPSCSFQPKAPVFGASWAPLSPHASGSLPSVYHPYIQPQGVPPAESRYLRTWLEPAPRGEAAPGQGQAAVKAEPLLGAPGELLKQGTPEYSLETSAGREAVLSNQRPGYGDNKICEGSEDKERPDQTNPSANWLHARSSRKKRCPYTKYQTLELEKEFLFNMYLTRDRRHEVARLLNLSERQVKIWFQNRRMKMKKMNKEQGKE. Result: 0 (no interaction). (5) The miRNA is hsa-miR-1273h-3p with sequence CUGCAGACUCGACCUCCCAGGC. The protein sequence of the target gene is MAAPPGEYFSVGSQVSCRTCQEQRLQGEVVAFDYQSKMLALKCPSSSGKPNHADILLINLQYVSEVEIINDRTETPPPLASLNVSKLASKARTEKEEKLSQAYAISAGVSLEGQQLFQTIHKTIKDCKWQEKNIVVMEEVVITPPYQVENCKGKEGSALSHVRKIVEKHFRDVESQKILQRSQAQQPQKEAALSS. Result: 0 (no interaction). (6) The miRNA is dme-miR-278-3p with sequence UCGGUGGGACUUUCGUCCGUUU. The protein sequence of the target gene is MHGGRSCGPRTRREPSSGEEAAPVTAMAAESALQVVEKLQARLAANPDPKKLLKYLKKLSTLPITVDILAETGVGKTVNSLRKHEHVGSFARDLVAQWKKLVPVERNAEPDEQDFEKSNSRKRPRDALQKEEEMEGDYQETWKATGSRSYSPDHRQKKHRKLSELERPHKVSHGHERRDERKRCHRMSPTYSSDPESSDYGHVQSPPSCTSPHQMYVDHYRSLEEDQEPIVSHQKPGKGHSNAFQDRLGASQERHLGEPHGKGVVSQNKEHKSSHKDKRPVDAKSDEKASVVSREKSHKA.... Result: 0 (no interaction). (7) The protein sequence of the target gene is MISITEWQKIGVGITGFGVFFILFGILLYFDSVLLAFGNLLFLTGLSLIIGLRRTFAFFFQRHKLKGTSFFLGGVAIVLLRWPLLGMLLEAYGFISLFKGFFPVVFGFLGSAFNIPFLSTLFQKLQGSSSSMV. Result: 1 (interaction). The miRNA is mmu-miR-467g with sequence UAUACAUACACACACAUAUAU. (8) The protein sequence of the target gene is MNCVCRLVLVVLSLWPDTAVAPGPPPGPPRVSPDPRAELDSTVLLTRSLLADTRQLAAQLRDKFPADGDHNLDSLPTLAMSAGALGALQLPGVLTRLRADLLSYLRHVQWLRRAGGSSLKTLEPELGTLQARLDRLLRRLQLLMSRLALPQPPPDPPAPPLAPPSSAWGGIRAAHAILGGLHLTLDWAVRGLLLLKTRL. Result: 1 (interaction). The miRNA is hsa-miR-124-3p with sequence UAAGGCACGCGGUGAAUGCCAA. (9) The miRNA is hsa-miR-4259 with sequence CAGUUGGGUCUAGGGGUCAGGA. The protein sequence of the target gene is MAQRYDELPHYGGMDGVGVPASMYGDPHAPRPIPPVHHLNHGPPLHATQHYGAHAPHPNVMPASMGSAVNDALKRDKDAIYGHPLFPLLALVFEKCELATCTPREPGVAGGDVCSSDSFNEDIAVFAKQVRAEKPLFSSNPELDNLMIQAIQVLRFHLLELEKVHELCDNFCHRYISCLKGKMPIDLVIDERDGSSKSDHEELSGSSTNLADHNPSSWRDHDDATSTHSAGTPGPSSGGHASQSGDNSSEQGDGLDNSVASPGTGDDDDPDKDKKRQKKRGIFPKVATNIMRAWLFQHLT.... Result: 0 (no interaction).